From a dataset of Forward reaction prediction with 1.9M reactions from USPTO patents (1976-2016). Predict the product of the given reaction. (1) Given the reactants [C:1]([O:5][C:6](=[O:14])[NH:7][C:8]1[CH:13]=[CH:12][N:11]=[CH:10][CH:9]=1)([CH3:4])([CH3:3])[CH3:2].CN(C)CCN(C)C.C([Li])CCC.[I:28]I, predict the reaction product. The product is: [C:1]([O:5][C:6](=[O:14])[NH:7][C:8]1[CH:13]=[CH:12][N:11]=[CH:10][C:9]=1[I:28])([CH3:4])([CH3:2])[CH3:3]. (2) The product is: [Cl:89][C:87]1[CH:88]=[C:83]([O:82][CH:79]2[CH2:78][CH2:77][N:76]([C:74](=[O:75])[CH2:73][NH:72][C:22]([C:19]3[CH:18]=[C:17]([C:13]4[CH:14]=[CH:15][CH:16]=[C:11]([F:10])[CH:12]=4)[NH:21][N:20]=3)=[O:24])[CH2:81][CH2:80]2)[CH:84]=[N:85][CH:86]=1. Given the reactants CCN(C(C)C)C(C)C.[F:10][C:11]1[CH:12]=[C:13]([C:17]2[NH:21][N:20]=[C:19]([C:22]([OH:24])=O)[CH:18]=2)[CH:14]=[CH:15][CH:16]=1.C1(C2NN=C(C(O)=O)C=2)C=CC=CC=1.FC1C=C(C(=O)C)C=CC=1.C1C=CC2N(O)N=NC=2C=1.CCN=C=NCCCN(C)C.Cl.Cl.[NH2:72][CH2:73][C:74]([N:76]1[CH2:81][CH2:80][CH:79]([O:82][C:83]2[CH:84]=[N:85][CH:86]=[C:87]([Cl:89])[CH:88]=2)[CH2:78][CH2:77]1)=[O:75], predict the reaction product. (3) The product is: [N+:3]([C:6]1[CH:7]=[CH:8][C:9]([CH:12]([CH:18]2[CH2:22][CH2:21][CH2:20][CH2:19]2)[C:13]([OH:15])=[O:14])=[CH:10][CH:11]=1)([O-:5])=[O:4]. Given the reactants [OH-].[Na+].[N+:3]([C:6]1[CH:11]=[CH:10][C:9]([CH:12]([CH:18]2[CH2:22][CH2:21][CH2:20][CH2:19]2)[C:13]([O:15]CC)=[O:14])=[CH:8][CH:7]=1)([O-:5])=[O:4].O.Cl, predict the reaction product. (4) Given the reactants C(OC([N:8]([C:16]1[CH:21]=[CH:20][C:19]([CH2:22]Br)=[CH:18][C:17]=1[Br:24])C(OC(C)(C)C)=O)=O)(C)(C)C.[P:25]([O:32]CC)([O:29][CH2:30][CH3:31])[O:26][CH2:27][CH3:28], predict the reaction product. The product is: [NH2:8][C:16]1[CH:21]=[CH:20][C:19]([CH2:22][P:25](=[O:32])([O:29][CH2:30][CH3:31])[O:26][CH2:27][CH3:28])=[CH:18][C:17]=1[Br:24]. (5) Given the reactants Br[C:2]1[CH:11]=[C:10]2[C:5]([N:6]=[CH:7][C:8]([C:12]3[CH:13]=[N:14][N:15]([CH3:17])[CH:16]=3)=[N:9]2)=[CH:4][CH:3]=1.B1(B2OC(C)(C)C(C)(C)O2)OC(C)(C)C(C)(C)O1.C([O-])(=O)C.[K+].Br[C:42]1[CH:43]=[C:44]([NH:48][S:49]([N:52]([CH3:54])[CH3:53])(=[O:51])=[O:50])[CH:45]=[N:46][CH:47]=1.C(=O)(O)[O-].[Na+], predict the reaction product. The product is: [CH3:53][N:52]([CH3:54])[S:49]([NH:48][C:44]1[CH:45]=[N:46][CH:47]=[C:42]([C:2]2[CH:11]=[C:10]3[C:5](=[CH:4][CH:3]=2)[N:6]=[CH:7][C:8]([C:12]2[CH:13]=[N:14][N:15]([CH3:17])[CH:16]=2)=[N:9]3)[CH:43]=1)(=[O:50])=[O:51]. (6) Given the reactants [Cl:1][C:2]1[CH:3]=[C:4]([C:8]2[C:13]([O:14][CH3:15])=[CH:12][CH:11]=[C:10]([CH2:16][C:17]3[CH:18]=[C:19]([NH2:23])[CH:20]=[CH:21][CH:22]=3)[CH:9]=2)[CH:5]=[CH:6][CH:7]=1.N1C=CC=CC=1.[CH3:30][S:31](Cl)(=[O:33])=[O:32], predict the reaction product. The product is: [Cl:1][C:2]1[CH:3]=[C:4]([C:8]2[C:13]([O:14][CH3:15])=[CH:12][CH:11]=[C:10]([CH2:16][C:17]3[CH:18]=[C:19]([NH:23][S:31]([CH3:30])(=[O:33])=[O:32])[CH:20]=[CH:21][CH:22]=3)[CH:9]=2)[CH:5]=[CH:6][CH:7]=1. (7) Given the reactants [CH2:1]([N:8]([CH2:19][C:20]1[CH:33]=[CH:32][C:23]([O:24][C:25]2[CH:26]=[C:27]([OH:31])[CH:28]=[CH:29][CH:30]=2)=[CH:22][CH:21]=1)[C:9]1[CH:14]=[CH:13][CH:12]=[C:11]([N+:15]([O-:17])=[O:16])[C:10]=1[CH3:18])[C:2]1[CH:7]=[CH:6][CH:5]=[CH:4][CH:3]=1.[Si:34]([O:41][CH2:42][CH2:43][CH2:44]O)([C:37]([CH3:40])([CH3:39])[CH3:38])([CH3:36])[CH3:35], predict the reaction product. The product is: [CH2:1]([N:8]([CH2:19][C:20]1[CH:33]=[CH:32][C:23]([O:24][C:25]2[CH:30]=[CH:29][CH:28]=[C:27]([O:31][CH2:44][CH2:43][CH2:42][O:41][Si:34]([C:37]([CH3:38])([CH3:40])[CH3:39])([CH3:35])[CH3:36])[CH:26]=2)=[CH:22][CH:21]=1)[C:9]1[CH:14]=[CH:13][CH:12]=[C:11]([N+:15]([O-:17])=[O:16])[C:10]=1[CH3:18])[C:2]1[CH:3]=[CH:4][CH:5]=[CH:6][CH:7]=1. (8) Given the reactants [CH3:1][N:2]([CH3:23])[C@@H:3]([CH2:16][C:17]1[CH:22]=[CH:21][CH:20]=[CH:19][CH:18]=1)[CH2:4][N:5]1C(=O)C2C(=CC=CC=2)C1=O.O.NN, predict the reaction product. The product is: [CH3:23][N:2]([CH3:1])[C@@H:3]([CH2:16][C:17]1[CH:22]=[CH:21][CH:20]=[CH:19][CH:18]=1)[CH2:4][NH2:5]. (9) Given the reactants [C:1]1([CH3:12])[CH:6]=[CH:5][C:4]([O:7][CH2:8][C:9](O)=O)=[CH:3][CH:2]=1.[CH3:13][NH2:14], predict the reaction product. The product is: [C:1]1([CH3:12])[CH:6]=[CH:5][C:4]([O:7][CH2:8][CH2:9][NH:14][CH3:13])=[CH:3][CH:2]=1.